The task is: Regression. Given a peptide amino acid sequence and an MHC pseudo amino acid sequence, predict their binding affinity value. This is MHC class II binding data.. This data is from Peptide-MHC class II binding affinity with 134,281 pairs from IEDB. The peptide sequence is AAPAAVAAAGDAAKG. The MHC is DRB1_1302 with pseudo-sequence DRB1_1302. The binding affinity (normalized) is 0.